This data is from Full USPTO retrosynthesis dataset with 1.9M reactions from patents (1976-2016). The task is: Predict the reactants needed to synthesize the given product. (1) Given the product [Cl:36][C:33]1[CH:32]=[CH:31][C:30]([CH:29]([C:37]2[CH:38]=[CH:39][C:40]([Cl:43])=[CH:41][CH:42]=2)[N:27]2[CH2:26][C:25](=[CH:24][S:21]([CH2:20][C:16]3[CH:15]=[C:14]([N:11]4[CH2:12][CH2:13][NH:8][CH2:9][CH2:10]4)[CH:19]=[CH:18][CH:17]=3)(=[O:22])=[O:23])[CH2:28]2)=[CH:35][CH:34]=1, predict the reactants needed to synthesize it. The reactants are: C(OC([N:8]1[CH2:13][CH2:12][N:11]([C:14]2[CH:19]=[CH:18][CH:17]=[C:16]([CH2:20][S:21]([CH:24]=[C:25]3[CH2:28][N:27]([CH:29]([C:37]4[CH:42]=[CH:41][C:40]([Cl:43])=[CH:39][CH:38]=4)[C:30]4[CH:35]=[CH:34][C:33]([Cl:36])=[CH:32][CH:31]=4)[CH2:26]3)(=[O:23])=[O:22])[CH:15]=2)[CH2:10][CH2:9]1)=O)(C)(C)C. (2) Given the product [NH2:6][C:5]1[CH:7]=[C:8]([OH:10])[CH:9]=[C:3]([O:2][CH3:1])[CH:4]=1, predict the reactants needed to synthesize it. The reactants are: [CH3:1][O:2][C:3]1[CH:4]=[C:5]([CH:7]=[C:8]([O:10]C)[CH:9]=1)[NH2:6].Cl.N1C=CC=CC=1.C([O-])(O)=O.[Na+]. (3) Given the product [F:1][C:2]1[CH:3]=[CH:4][C:5]([C@@H:8]2[CH2:13][C:12](=[O:14])[N:11]([CH2:27][C:26]3[CH:29]=[CH:30][C:23]([O:22][CH3:21])=[CH:24][CH:25]=3)[CH2:10][C@H:9]2[C:15]([O:17][CH3:18])=[O:16])=[CH:6][CH:7]=1, predict the reactants needed to synthesize it. The reactants are: [F:1][C:2]1[CH:7]=[CH:6][C:5]([C@@H:8]2[CH2:13][C:12](=[O:14])[NH:11][CH2:10][C@H:9]2[C:15]([O:17][CH3:18])=[O:16])=[CH:4][CH:3]=1.[H-].[Na+].[CH3:21][O:22][C:23]1[CH:30]=[CH:29][C:26]([CH2:27]Br)=[CH:25][CH:24]=1.[Cl-].[NH4+]. (4) Given the product [CH2:25]([NH:32][C:14]1[N:13]=[C:12]([C:11]2[C:7]([C:5]3[S:6][C:2]([Cl:1])=[CH:3][CH:4]=3)=[N:8][N:9]([CH:22]([CH3:24])[CH3:23])[CH:10]=2)[CH:17]=[CH:16][N:15]=1)[C:26]1[CH:31]=[CH:30][CH:29]=[CH:28][CH:27]=1, predict the reactants needed to synthesize it. The reactants are: [Cl:1][C:2]1[S:6][C:5]([C:7]2[C:11]([C:12]3[CH:17]=[CH:16][N:15]=[C:14](S(C)(=O)=O)[N:13]=3)=[CH:10][N:9]([CH:22]([CH3:24])[CH3:23])[N:8]=2)=[CH:4][CH:3]=1.[CH2:25]([NH2:32])[C:26]1[CH:31]=[CH:30][CH:29]=[CH:28][CH:27]=1. (5) Given the product [F:11][C:2]([F:1])([F:10])[CH2:3][CH2:4][C:5](=[O:7])[C:13]([OH:15])=[O:14], predict the reactants needed to synthesize it. The reactants are: [F:1][C:2]([F:11])([F:10])[CH2:3][CH2:4][C:5]([O:7]CC)=O.C(OCC)(=O)[C:13]([O:15]CC)=[O:14].[O-]CC.[Na+]. (6) Given the product [Cl:1][C:2]1[CH:9]=[C:8]([O:10][CH2:11][CH:13]2[CH2:14][O:15]2)[CH:7]=[CH:6][C:3]=1[C:4]#[N:5], predict the reactants needed to synthesize it. The reactants are: [Cl:1][C:2]1[CH:9]=[C:8]([OH:10])[CH:7]=[CH:6][C:3]=1[C:4]#[N:5].[CH2:11]([CH:13]1[O:15][CH2:14]1)Cl. (7) Given the product [CH3:18][CH:16]1[N:15]([C:19]2[S:20][C:21]3[CH:27]=[C:26]([C:28]([F:31])([F:30])[F:29])[CH:25]=[CH:24][C:22]=3[N:23]=2)[CH:14]([CH3:32])[CH2:13][N:12]([CH2:11][C:7]2[CH:6]=[C:5]([CH2:4][C:3]([OH:33])=[O:2])[CH:10]=[CH:9][CH:8]=2)[CH2:17]1, predict the reactants needed to synthesize it. The reactants are: C[O:2][C:3](=[O:33])[CH2:4][C:5]1[CH:10]=[CH:9][CH:8]=[C:7]([CH2:11][N:12]2[CH2:17][CH:16]([CH3:18])[N:15]([C:19]3[S:20][C:21]4[CH:27]=[C:26]([C:28]([F:31])([F:30])[F:29])[CH:25]=[CH:24][C:22]=4[N:23]=3)[CH:14]([CH3:32])[CH2:13]2)[CH:6]=1.[OH-].[Na+].Cl. (8) Given the product [NH2:27][C:23]1[C:22]([O:30][CH3:31])=[C:21]([CH:26]=[CH:25][CH:24]=1)[C:20]([N:19]([C:3]1[C:2]([Br:1])=[CH:7][C:6]([C:8]([F:17])([C:9]([F:10])([F:11])[F:12])[C:13]([F:15])([F:16])[F:14])=[CH:5][C:4]=1[Br:18])[CH3:33])=[O:32], predict the reactants needed to synthesize it. The reactants are: [Br:1][C:2]1[CH:7]=[C:6]([C:8]([F:17])([C:13]([F:16])([F:15])[F:14])[C:9]([F:12])([F:11])[F:10])[CH:5]=[C:4]([Br:18])[C:3]=1[N:19]([CH3:33])[C:20](=[O:32])[C:21]1[CH:26]=[CH:25][CH:24]=[C:23]([N+:27]([O-])=O)[C:22]=1[O:30][CH3:31].Cl. (9) Given the product [F:1][C:2]1[CH:7]=[CH:6][C:5]([O:8][CH:10]([C:33]2[CH:34]=[CH:35][CH:36]=[CH:37][CH:38]=2)[CH2:11][CH2:12][CH2:13][CH2:14][N:15]2[CH2:20][CH2:19][CH:18]([C:21]3[CH:22]=[C:23]([NH:27][C:28](=[O:32])[CH:29]([CH3:31])[CH3:30])[CH:24]=[CH:25][CH:26]=3)[CH2:17][CH2:16]2)=[CH:4][CH:3]=1, predict the reactants needed to synthesize it. The reactants are: [F:1][C:2]1[CH:7]=[CH:6][C:5]([OH:8])=[CH:4][CH:3]=1.O[CH:10]([C:33]1[CH:38]=[CH:37][CH:36]=[CH:35][CH:34]=1)[CH2:11][CH2:12][CH2:13][CH2:14][N:15]1[CH2:20][CH2:19][CH:18]([C:21]2[CH:22]=[C:23]([NH:27][C:28](=[O:32])[CH:29]([CH3:31])[CH3:30])[CH:24]=[CH:25][CH:26]=2)[CH2:17][CH2:16]1.